Dataset: NCI-60 drug combinations with 297,098 pairs across 59 cell lines. Task: Regression. Given two drug SMILES strings and cell line genomic features, predict the synergy score measuring deviation from expected non-interaction effect. (1) Drug 1: C1=CC=C(C=C1)NC(=O)CCCCCCC(=O)NO. Drug 2: CC1=C(C(=CC=C1)Cl)NC(=O)C2=CN=C(S2)NC3=CC(=NC(=N3)C)N4CCN(CC4)CCO. Cell line: HCT-15. Synergy scores: CSS=7.86, Synergy_ZIP=2.42, Synergy_Bliss=6.41, Synergy_Loewe=2.82, Synergy_HSA=2.99. (2) Drug 1: CC(C1=C(C=CC(=C1Cl)F)Cl)OC2=C(N=CC(=C2)C3=CN(N=C3)C4CCNCC4)N. Drug 2: C(CN)CNCCSP(=O)(O)O. Cell line: OVCAR-4. Synergy scores: CSS=-0.950, Synergy_ZIP=0.522, Synergy_Bliss=0.533, Synergy_Loewe=-0.372, Synergy_HSA=-0.926. (3) Synergy scores: CSS=21.2, Synergy_ZIP=1.77, Synergy_Bliss=7.25, Synergy_Loewe=2.77, Synergy_HSA=4.69. Cell line: MCF7. Drug 1: CC1=C(C=C(C=C1)NC2=NC=CC(=N2)N(C)C3=CC4=NN(C(=C4C=C3)C)C)S(=O)(=O)N.Cl. Drug 2: C1CC(C1)(C(=O)O)C(=O)O.[NH2-].[NH2-].[Pt+2].